This data is from Catalyst prediction with 721,799 reactions and 888 catalyst types from USPTO. The task is: Predict which catalyst facilitates the given reaction. (1) Reactant: [NH2:1][C@@H:2]1[C:11]2[C:6](=[CH:7][CH:8]=[CH:9][CH:10]=2)[C@@H:5]([OH:12])[CH2:4][CH2:3]1.[C:13]([O:17][C:18](O[C:18]([O:17][C:13]([CH3:16])([CH3:15])[CH3:14])=[O:19])=[O:19])([CH3:16])([CH3:15])[CH3:14]. Product: [C:13]([O:17][C:18](=[O:19])[NH:1][C@@H:2]1[C:11]2[C:6](=[CH:7][CH:8]=[CH:9][CH:10]=2)[C@@H:5]([OH:12])[CH2:4][CH2:3]1)([CH3:16])([CH3:15])[CH3:14]. The catalyst class is: 10. (2) Reactant: I[CH2:2][CH2:3][N:4]1[C:12]2[C:7](=[N:8][C:9]([O:15][CH3:16])=[C:10]([O:13][CH3:14])[CH:11]=2)[C:6]([C:17]2[N:25]([S:26]([C:29]3[CH:34]=[CH:33][C:32]([CH3:35])=[CH:31][CH:30]=3)(=[O:28])=[O:27])[C:20]3=[N:21][CH:22]=[CH:23][CH:24]=[C:19]3[CH:18]=2)=[CH:5]1.[NH:36]1[CH2:41][CH2:40][O:39][CH2:38][CH2:37]1.C([O-])([O-])=O.[K+].[K+]. Product: [CH3:16][O:15][C:9]1[N:8]=[C:7]2[C:6]([C:17]3[N:25]([S:26]([C:29]4[CH:30]=[CH:31][C:32]([CH3:35])=[CH:33][CH:34]=4)(=[O:28])=[O:27])[C:20]4=[N:21][CH:22]=[CH:23][CH:24]=[C:19]4[CH:18]=3)=[CH:5][N:4]([CH2:3][CH2:2][N:36]3[CH2:41][CH2:40][O:39][CH2:38][CH2:37]3)[C:12]2=[CH:11][C:10]=1[O:13][CH3:14]. The catalyst class is: 23.